From a dataset of Reaction yield outcomes from USPTO patents with 853,638 reactions. Predict the reaction yield, written as a fraction of the theoretical maximum amount of product (1.0 means a 100% yield; for example, 0.34 means a 34% yield). (1) The reactants are [CH:1]([O:4][C:5]([N:7]1[CH2:12][CH2:11][CH:10]([O:13][C:14]2[C:19]([C:20]#[N:21])=[C:18]([NH:22][C:23]3[CH:28]=[CH:27][C:26](I)=[CH:25][C:24]=3[F:30])[N:17]=[CH:16][N:15]=2)[CH2:9][CH2:8]1)=[O:6])([CH3:3])[CH3:2].[CH2:31]([NH2:34])[CH2:32][CH3:33].N1CCC[C@H]1C(O)=O.C(=O)([O-])[O-].[K+].[K+]. The catalyst is CS(C)=O.[Cu](I)I. The product is [CH:1]([O:4][C:5]([N:7]1[CH2:12][CH2:11][CH:10]([O:13][C:14]2[C:19]([C:20]#[N:21])=[C:18]([NH:22][C:23]3[CH:28]=[CH:27][C:26]([NH:34][CH2:31][CH2:32][CH3:33])=[CH:25][C:24]=3[F:30])[N:17]=[CH:16][N:15]=2)[CH2:9][CH2:8]1)=[O:6])([CH3:3])[CH3:2]. The yield is 0.370. (2) The reactants are Cl.[CH3:2][O:3][C:4](=[O:8])[C@H:5]([CH3:7])[NH2:6].C(N(CC)CC)C.[Cl:16][C:17]1[CH:18]=[C:19]([CH:22]=[CH:23][C:24]=1[Cl:25])[CH:20]=O.S([O-])([O-])(=O)=O.[Mg+2]. The catalyst is C(Cl)Cl. The product is [CH3:2][O:3][C:4](=[O:8])[CH:5]([N:6]=[CH:20][C:19]1[CH:22]=[CH:23][C:24]([Cl:25])=[C:17]([Cl:16])[CH:18]=1)[CH3:7]. The yield is 0.924. (3) The reactants are [CH3:1][C:2]1[N:6]([C:7]([C:20]2[CH:25]=[CH:24][CH:23]=[CH:22][CH:21]=2)([C:14]2[CH:19]=[CH:18][CH:17]=[CH:16][CH:15]=2)[C:8]2[CH:13]=[CH:12][CH:11]=[CH:10][CH:9]=2)[CH:5]=[N:4][C:3]=1[CH:26]=[O:27].Cl.[C:29]([O:32][CH2:33][CH3:34])(=[O:31])[CH3:30]. The catalyst is O1CCCC1. The product is [OH:27][CH:26]([C:3]1[N:4]=[CH:5][N:6]([C:7]([C:14]2[CH:15]=[CH:16][CH:17]=[CH:18][CH:19]=2)([C:8]2[CH:9]=[CH:10][CH:11]=[CH:12][CH:13]=2)[C:20]2[CH:25]=[CH:24][CH:23]=[CH:22][CH:21]=2)[C:2]=1[CH3:1])[CH2:30][C:29]([O:32][CH2:33][CH3:34])=[O:31]. The yield is 0.800. (4) The reactants are Br[C:2]1[CH:8]=[C:7]([N+:9]([O-:11])=[O:10])[C:6]([F:12])=[CH:5][C:3]=1[NH2:4].[CH3:13][C:14]([CH3:18])([CH3:17])[C:15]#[CH:16].CCN(CC)CC. The catalyst is C1(C)C=CC=CC=1.O.[Cu]I.Cl[Pd](Cl)([P](C1C=CC=CC=1)(C1C=CC=CC=1)C1C=CC=CC=1)[P](C1C=CC=CC=1)(C1C=CC=CC=1)C1C=CC=CC=1. The product is [CH3:13][C:14]([CH3:18])([CH3:17])[C:15]#[C:16][C:2]1[CH:8]=[C:7]([N+:9]([O-:11])=[O:10])[C:6]([F:12])=[CH:5][C:3]=1[NH2:4]. The yield is 0.460. (5) The reactants are [C:1]([C:4]12[CH2:11][C:8]([NH:12][C:13](=[O:22])[O:14][CH2:15][C:16]3[CH:21]=[CH:20][CH:19]=[CH:18][CH:17]=3)([CH2:9][CH2:10]1)[CH2:7][CH2:6][CH2:5]2)(=[O:3])[NH2:2].C([O-])([O-])=O.[Cs+].[Cs+].C1C=CC(P(C2C(C3C(P(C4C=CC=CC=4)C4C=CC=CC=4)=CC=C4C=3C=CC=C4)=C3C(C=CC=C3)=CC=2)C2C=CC=CC=2)=CC=1.Cl[C:76]1[CH:81]=[CH:80][N:79]=[C:78]([CH3:82])[N:77]=1. The catalyst is C1(C)C=CC=CC=1.C1C=CC(/C=C/C(/C=C/C2C=CC=CC=2)=O)=CC=1.C1C=CC(/C=C/C(/C=C/C2C=CC=CC=2)=O)=CC=1.C1C=CC(/C=C/C(/C=C/C2C=CC=CC=2)=O)=CC=1.[Pd].[Pd]. The product is [CH3:82][C:78]1[N:79]=[C:80]([NH:2][C:1]([C:4]23[CH2:11][C:8]([NH:12][C:13](=[O:22])[O:14][CH2:15][C:16]4[CH:17]=[CH:18][CH:19]=[CH:20][CH:21]=4)([CH2:9][CH2:10]2)[CH2:7][CH2:6][CH2:5]3)=[O:3])[CH:81]=[CH:76][N:77]=1. The yield is 0.770. (6) The reactants are [Br:1][C:2]1[CH:7]=[CH:6][C:5]2[C:8]3([CH2:18][O:19][C:4]=2[CH:3]=1)[C:16]1[C:11](=[CH:12][CH:13]=[CH:14][CH:15]=1)[NH:10][C:9]3=[O:17].C(=O)([O-])[O-].[Cs+].[Cs+].CC1C=CC(S(O[CH2:37][C@H:38]2[CH2:42][CH2:41][CH2:40][O:39]2)(=O)=O)=CC=1. The catalyst is CC(=O)CC. The product is [Br:1][C:2]1[CH:7]=[CH:6][C:5]2[C:8]3([CH2:18][O:19][C:4]=2[CH:3]=1)[C:16]1[C:11](=[CH:12][CH:13]=[CH:14][CH:15]=1)[N:10]([CH2:37][C@H:38]1[CH2:42][CH2:41][CH2:40][O:39]1)[C:9]3=[O:17]. The yield is 1.00. (7) The reactants are [CH3:1][CH:2]([CH3:32])[CH2:3][N:4]([CH2:15][C:16]1[N:20]([CH2:21][C@H:22]2[CH2:27][CH2:26][CH2:25][NH:24][CH2:23]2)[C:19]2[CH:28]=[CH:29][CH:30]=[CH:31][C:18]=2[N:17]=1)[C@@H:5]1[C:14]2[N:13]=[CH:12][CH:11]=[CH:10][C:9]=2[CH2:8][CH2:7][CH2:6]1.[CH3:33]N(CC1N(C[C@H]2CCCN(C)C2)C2C=CC=CC=2N=1)[C@@H]1C2N=CC=CC=2CCC1. No catalyst specified. The product is [CH3:33][N:24]1[CH2:25][CH2:26][CH2:27][C@H:22]([CH2:21][N:20]2[C:19]3[CH:28]=[CH:29][CH:30]=[CH:31][C:18]=3[N:17]=[C:16]2[CH2:15][N:4]([CH2:3][CH:2]([CH3:32])[CH3:1])[C@@H:5]2[C:14]3[N:13]=[CH:12][CH:11]=[CH:10][C:9]=3[CH2:8][CH2:7][CH2:6]2)[CH2:23]1. The yield is 0.890. (8) The reactants are [H-].[Na+].[C:3]([C:5]1[CH:10]=[CH:9][C:8]([S:11]([NH:14][CH:15]([C:21]2[N:25]([C:26]3[CH:31]=[CH:30][CH:29]=[CH:28][CH:27]=3)[N:24]=[CH:23][CH:22]=2)[CH:16]([CH2:19][CH3:20])[CH2:17][CH3:18])(=[O:13])=[O:12])=[CH:7][CH:6]=1)#[N:4].I[CH3:33]. The catalyst is C1COCC1. The product is [C:3]([C:5]1[CH:10]=[CH:9][C:8]([S:11]([N:14]([CH:15]([C:21]2[N:25]([C:26]3[CH:27]=[CH:28][CH:29]=[CH:30][CH:31]=3)[N:24]=[CH:23][CH:22]=2)[CH:16]([CH2:17][CH3:18])[CH2:19][CH3:20])[CH3:33])(=[O:13])=[O:12])=[CH:7][CH:6]=1)#[N:4]. The yield is 0.570.